Dataset: Forward reaction prediction with 1.9M reactions from USPTO patents (1976-2016). Task: Predict the product of the given reaction. (1) Given the reactants Cl[C:2]1[CH:3]=[C:4]2[C:17]([CH3:19])([CH3:18])[C:16]([CH3:20])=[N:15][C:5]2=[N+:6]([CH2:8][CH2:9][CH2:10][S:11]([O-:14])(=[O:13])=[O:12])[CH:7]=1.[Br:21]C1C=C2C(C)(C)C(C)=NC2=NC=1, predict the reaction product. The product is: [Br:21][C:2]1[CH:3]=[C:4]2[C:17]([CH3:19])([CH3:18])[C:16]([CH3:20])=[N:15][C:5]2=[N+:6]([CH2:8][CH2:9][CH2:10][S:11]([O-:14])(=[O:13])=[O:12])[CH:7]=1. (2) Given the reactants [H-].[Al+3].[Li+].[H-].[H-].[H-].C[O:8][C:9]([C:11]1[C:20]([CH3:21])=[C:19]([CH2:22][C:23]2[CH:28]=[CH:27][C:26]([S:29]([CH2:32][CH3:33])(=[O:31])=[O:30])=[CH:25][CH:24]=2)[C:18]2[C:13](=[CH:14][CH:15]=[C:16]([F:34])[CH:17]=2)[CH:12]=1)=O.C(OCC)(=O)C, predict the reaction product. The product is: [CH2:32]([S:29]([C:26]1[CH:27]=[CH:28][C:23]([CH2:22][C:19]2[C:18]3[C:13](=[CH:14][CH:15]=[C:16]([F:34])[CH:17]=3)[CH:12]=[C:11]([CH2:9][OH:8])[C:20]=2[CH3:21])=[CH:24][CH:25]=1)(=[O:30])=[O:31])[CH3:33]. (3) Given the reactants [F:1][C:2]1([F:8])[CH2:4][C:3]1([CH2:6][OH:7])[CH3:5].[F:9][C:10]1[CH:11]=[C:12]([C:17]2[O:18][C:19]3[CH:24]=[C:23]([O:25][CH2:26][C@@H:27]([NH:29][C:30](=[O:32])[CH3:31])[CH3:28])[N:22]=[CH:21][C:20]=3[N:33]=2)[CH:13]=[CH:14][C:15]=1O, predict the reaction product. The product is: [F:1][C:2]1([F:8])[CH2:4][C:3]1([CH2:6][O:7][C:15]1[CH:14]=[CH:13][C:12]([C:17]2[O:18][C:19]3[CH:24]=[C:23]([O:25][CH2:26][C@@H:27]([NH:29][C:30](=[O:32])[CH3:31])[CH3:28])[N:22]=[CH:21][C:20]=3[N:33]=2)=[CH:11][C:10]=1[F:9])[CH3:5].